Dataset: Catalyst prediction with 721,799 reactions and 888 catalyst types from USPTO. Task: Predict which catalyst facilitates the given reaction. (1) Reactant: [Br:1][C:2]1[CH:3]=[N:4][C:5](Cl)=[N:6][CH:7]=1.C(=O)([O-])[O-].[Cs+].[Cs+].[C:15]([NH:22][CH:23]1[CH2:28][CH2:27][NH:26][CH2:25][CH2:24]1)([O:17][C:18]([CH3:21])([CH3:20])[CH3:19])=[O:16]. Product: [Br:1][C:2]1[CH:3]=[N:4][C:5]([N:26]2[CH2:25][CH2:24][CH:23]([NH:22][C:15](=[O:16])[O:17][C:18]([CH3:20])([CH3:19])[CH3:21])[CH2:28][CH2:27]2)=[N:6][CH:7]=1. The catalyst class is: 9. (2) Reactant: [Cl:1][C:2]1[N:3]=[C:4]2[C:12]([Cl:13])=[C:11]([Cl:14])[CH:10]=[N:9][C:5]2=[N:6][C:7]=1Cl.Cl.[NH:16]1[CH2:19][CH:18]([N:20]([CH3:28])[C:21](=[O:27])[O:22][C:23]([CH3:26])([CH3:25])[CH3:24])[CH2:17]1.[NH4+].[Cl-]. The catalyst class is: 2. Product: [CH3:28][N:20]([CH:18]1[CH2:17][N:16]([C:7]2[N:6]=[C:5]3[N:9]=[CH:10][C:11]([Cl:14])=[C:12]([Cl:13])[C:4]3=[N:3][C:2]=2[Cl:1])[CH2:19]1)[C:21](=[O:27])[O:22][C:23]([CH3:26])([CH3:24])[CH3:25]. (3) Reactant: [N:1]1([C:8]2[CH:13]=[CH:12][C:11]([C:14]3[CH:19]=[CH:18][C:17]([O:20][CH2:21][CH2:22][O:23][CH2:24][CH2:25][CH2:26][CH3:27])=[CH:16][CH:15]=3)=[CH:10][C:9]=2/[CH:28]=[CH:29]/[C:30]([O:32]CC)=[O:31])[CH2:7][CH2:6][CH2:5][CH2:4][CH2:3][CH2:2]1.[OH-].[Na+].Cl. Product: [N:1]1([C:8]2[CH:13]=[CH:12][C:11]([C:14]3[CH:19]=[CH:18][C:17]([O:20][CH2:21][CH2:22][O:23][CH2:24][CH2:25][CH2:26][CH3:27])=[CH:16][CH:15]=3)=[CH:10][C:9]=2/[CH:28]=[CH:29]/[C:30]([OH:32])=[O:31])[CH2:2][CH2:3][CH2:4][CH2:5][CH2:6][CH2:7]1. The catalyst class is: 219. (4) Reactant: [F:1][C:2]([F:36])([F:35])[C:3]1[C:7]([C:8]([NH:10][CH:11]2[CH2:16][CH2:15][C:14](=[CH:17][C:18]3[CH:23]=[CH:22][CH:21]=[C:20]([O:24][C:25]4[CH:30]=[CH:29][C:28]([C:31]([F:34])([F:33])[F:32])=[CH:27][N:26]=4)[CH:19]=3)[CH2:13][CH2:12]2)=[O:9])=[CH:6][NH:5][N:4]=1.Br[CH2:38][C:39]([O:41][CH2:42][CH3:43])=[O:40].C(=O)([O-])[O-].[K+].[K+]. Product: [F:36][C:2]([F:1])([F:35])[C:3]1[C:7]([C:8](=[O:9])[NH:10][CH:11]2[CH2:16][CH2:15][C:14](=[CH:17][C:18]3[CH:23]=[CH:22][CH:21]=[C:20]([O:24][C:25]4[CH:30]=[CH:29][C:28]([C:31]([F:32])([F:33])[F:34])=[CH:27][N:26]=4)[CH:19]=3)[CH2:13][CH2:12]2)=[CH:6][N:5]([CH2:38][C:39]([O:41][CH2:42][CH3:43])=[O:40])[N:4]=1. The catalyst class is: 3. (5) Reactant: [C:1](Cl)(Cl)=[S:2].[NH2:5][C:6]1[CH:20]=[CH:19][C:9]([CH2:10][P:11](=[O:18])([O:15][CH2:16][CH3:17])[O:12][CH2:13][CH3:14])=[CH:8][CH:7]=1.C(=O)(O)[O-].[Na+].O. Product: [N:5]([C:6]1[CH:7]=[CH:8][C:9]([CH2:10][P:11](=[O:18])([O:12][CH2:13][CH3:14])[O:15][CH2:16][CH3:17])=[CH:19][CH:20]=1)=[C:1]=[S:2]. The catalyst class is: 4. (6) The catalyst class is: 102. Product: [Cl:24][C:25]1[N:26]=[CH:27][N:28]([C:30]2[CH:36]=[CH:35][C:33]([NH:34][C:2]3[N:3]=[C:4]([N:18]4[CH2:22][CH2:21][CH2:20][CH:19]4[CH3:23])[C:5]4[CH2:10][O:9][C@@H:8]([C:11]5[CH:12]=[CH:13][C:14]([F:17])=[CH:15][CH:16]=5)[C:6]=4[N:7]=3)=[CH:32][C:31]=2[O:37][CH3:38])[CH:29]=1. Reactant: Cl[C:2]1[N:3]=[C:4]([N:18]2[CH2:22][CH2:21][CH2:20][CH:19]2[CH3:23])[C:5]2[CH2:10][O:9][C@@H:8]([C:11]3[CH:16]=[CH:15][C:14]([F:17])=[CH:13][CH:12]=3)[C:6]=2[N:7]=1.[Cl:24][C:25]1[N:26]=[CH:27][N:28]([C:30]2[CH:36]=[CH:35][C:33]([NH2:34])=[CH:32][C:31]=2[O:37][CH3:38])[CH:29]=1.CC1(C)C2C(=C(P(C3C=CC=CC=3)C3C=CC=CC=3)C=CC=2)OC2C(P(C3C=CC=CC=3)C3C=CC=CC=3)=CC=CC1=2.C([O-])([O-])=O.[Cs+].[Cs+]. (7) Reactant: I[C:2]1[S:6][C:5]([C:7]([O:9][CH3:10])=[O:8])=[C:4]([N:11]([C:15]([C@H:17]2[CH2:22][CH2:21][C@H:20]([CH3:23])[CH2:19][CH2:18]2)=[O:16])[CH:12]([CH3:14])[CH3:13])[CH:3]=1.[CH3:24][C:25]1[CH:30]=[CH:29][N:28]2[N:31]=[C:32]([C:34]3[CH:39]=[CH:38][C:37](B4OC(C)(C)C(C)(C)O4)=[CH:36][CH:35]=3)[CH:33]=[C:27]2[N:26]=1.C(=O)([O-])[O-].[Na+].[Na+]. Product: [CH3:23][CH:20]1[CH2:21][CH2:22][CH:17]([C:15]([N:11]([CH:12]([CH3:14])[CH3:13])[C:4]2[CH:3]=[C:2]([C:37]3[CH:36]=[CH:35][C:34]([C:32]4[CH:33]=[C:27]5[N:26]=[C:25]([CH3:24])[CH:30]=[CH:29][N:28]5[N:31]=4)=[CH:39][CH:38]=3)[S:6][C:5]=2[C:7]([O:9][CH3:10])=[O:8])=[O:16])[CH2:18][CH2:19]1. The catalyst class is: 128.